From a dataset of TCR-epitope binding with 47,182 pairs between 192 epitopes and 23,139 TCRs. Binary Classification. Given a T-cell receptor sequence (or CDR3 region) and an epitope sequence, predict whether binding occurs between them. (1) The epitope is IPRRNVATL. The TCR CDR3 sequence is CSVETGEATDTQYF. Result: 0 (the TCR does not bind to the epitope). (2) The epitope is LLFGYPVYV. The TCR CDR3 sequence is CASSLGGPYYEQYF. Result: 0 (the TCR does not bind to the epitope). (3) Result: 0 (the TCR does not bind to the epitope). The TCR CDR3 sequence is CATSDQAGPSTDTQYF. The epitope is SQASSRSSSR. (4) Result: 1 (the TCR binds to the epitope). The epitope is GPGHKARVL. The TCR CDR3 sequence is CASSHLDQPQHF. (5) The TCR CDR3 sequence is CASSSRGFYTF. Result: 1 (the TCR binds to the epitope). The epitope is KLPDDFTGCV. (6) The epitope is TLIGDCATV. The TCR CDR3 sequence is CASSSPQPTQYF. Result: 1 (the TCR binds to the epitope).